This data is from Full USPTO retrosynthesis dataset with 1.9M reactions from patents (1976-2016). The task is: Predict the reactants needed to synthesize the given product. (1) Given the product [ClH:60].[NH2:24][CH2:17][C:16]([C:13]1[CH:14]=[CH:15][C:10]([O:9][CH2:1][CH2:2][CH2:3][CH2:4][CH2:5][CH2:6][CH2:7][CH3:8])=[C:11]([C:19]([F:20])([F:21])[F:22])[CH:12]=1)=[O:18], predict the reactants needed to synthesize it. The reactants are: [CH2:1]([O:9][C:10]1[CH:15]=[CH:14][C:13]([C:16](=[O:18])[CH3:17])=[CH:12][C:11]=1[C:19]([F:22])([F:21])[F:20])[CH2:2][CH2:3][CH2:4][CH2:5][CH2:6][CH2:7][CH3:8].C[N:24](C(ON1N=NC2C=CC=NC1=2)=[N+](C)C)C.F[P-](F)(F)(F)(F)F.CCN(C(C)C)C(C)C.O.NN.C(Cl)[Cl:60].CN(C=O)C. (2) Given the product [CH3:5][O:6][C:7](=[O:43])[CH2:8][CH2:9][CH2:10]/[CH:11]=[CH:12]\[CH2:13][C@H:14]1[C:18](=[O:19])[CH2:17][C@@H:16]([CH2:1][CH3:2])[C@@H:15]1/[CH:20]=[CH:21]/[CH:22]([O:35][Si:36]([C:39]([CH3:40])([CH3:42])[CH3:41])([CH3:37])[CH3:38])[CH2:23][CH2:24][C:25]1[S:29][C:28]2[CH:30]=[CH:31][CH:32]=[CH:33][C:27]=2[C:26]=1[Cl:34], predict the reactants needed to synthesize it. The reactants are: [CH2:1]([Mg]Br)[CH3:2].[CH3:5][O:6][C:7](=[O:43])[CH2:8][CH2:9][CH2:10]/[CH:11]=[CH:12]\[CH2:13][C@H:14]1[C:18](=[O:19])[CH:17]=[CH:16][C@@H:15]1/[CH:20]=[CH:21]/[CH:22]([O:35][Si:36]([C:39]([CH3:42])([CH3:41])[CH3:40])([CH3:38])[CH3:37])[CH2:23][CH2:24][C:25]1[S:29][C:28]2[CH:30]=[CH:31][CH:32]=[CH:33][C:27]=2[C:26]=1[Cl:34]. (3) Given the product [CH3:1][C@@:2]1([C:14]([NH:15][C:16]2[CH:17]=[CH:18][C:19]([C:22]3[CH:27]=[CH:26][N:25]=[C:24]([NH:28][C:29]4[CH:34]=[CH:33][C:32]([N:35]5[CH2:40][CH2:39][O:38][CH2:37][CH2:36]5)=[CH:31][CH:30]=4)[N:23]=3)=[CH:20][CH:21]=2)=[O:41])[CH2:6][CH2:5][CH2:4][NH:3]1, predict the reactants needed to synthesize it. The reactants are: [CH3:1][C:2]1([C:14](=[O:41])[NH:15][C:16]2[CH:21]=[CH:20][C:19]([C:22]3[CH:27]=[CH:26][N:25]=[C:24]([NH:28][C:29]4[CH:34]=[CH:33][C:32]([N:35]5[CH2:40][CH2:39][O:38][CH2:37][CH2:36]5)=[CH:31][CH:30]=4)[N:23]=3)=[CH:18][CH:17]=2)[CH2:6][CH2:5][CH2:4][N:3]1C(OC(C)(C)C)=O.Cl.O1CCOCC1.